From a dataset of Peptide-MHC class II binding affinity with 134,281 pairs from IEDB. Regression. Given a peptide amino acid sequence and an MHC pseudo amino acid sequence, predict their binding affinity value. This is MHC class II binding data. (1) The peptide sequence is AFILDGDNLFGKV. The MHC is HLA-DQA10501-DQB10201 with pseudo-sequence HLA-DQA10501-DQB10201. The binding affinity (normalized) is 0.389. (2) The peptide sequence is FTVQEMVALSGAHTL. The MHC is HLA-DPA10301-DPB10402 with pseudo-sequence HLA-DPA10301-DPB10402. The binding affinity (normalized) is 0.474. (3) The peptide sequence is VQKGSDPKKLVLNIK. The MHC is DRB1_1302 with pseudo-sequence DRB1_1302. The binding affinity (normalized) is 0.345. (4) The peptide sequence is GVIMMFLSLGVGA. The MHC is DRB1_1501 with pseudo-sequence DRB1_1501. The binding affinity (normalized) is 0.170. (5) The peptide sequence is GGLPLAGAGGAGAGP. The MHC is DRB5_0101 with pseudo-sequence DRB5_0101. The binding affinity (normalized) is 0.0745. (6) The peptide sequence is VAIDRPAEVRKVCYN. The MHC is DRB3_0301 with pseudo-sequence DRB3_0301. The binding affinity (normalized) is 0.770.